This data is from Full USPTO retrosynthesis dataset with 1.9M reactions from patents (1976-2016). The task is: Predict the reactants needed to synthesize the given product. (1) Given the product [OH:35][CH2:31][CH2:32][C:33]#[C:34][C:2]1[CH:11]=[CH:10][CH:9]=[CH:8][C:3]=1[C:4]([O:6][CH3:7])=[O:5], predict the reactants needed to synthesize it. The reactants are: Br[C:2]1[CH:11]=[CH:10][CH:9]=[CH:8][C:3]=1[C:4]([O:6][CH3:7])=[O:5].C1(P(C2C=CC=CC=2)C2C=CC=CC=2)C=CC=CC=1.[CH2:31]([OH:35])[CH2:32][C:33]#[CH:34]. (2) The reactants are: C([N:8]1[C:12]([NH:13][CH:14]2[CH2:23][CH2:22][C:17]3([O:21][CH2:20][CH2:19][O:18]3)[CH2:16][CH2:15]2)=[CH:11][CH:10]=[N:9]1)C1C=CC=CC=1.C(O)(=O)C.C([O-])=O.[NH4+].C(OCC)(=O)C. Given the product [O:18]1[C:17]2([CH2:16][CH2:15][CH:14]([NH:13][C:12]3[NH:8][N:9]=[CH:10][CH:11]=3)[CH2:23][CH2:22]2)[O:21][CH2:20][CH2:19]1, predict the reactants needed to synthesize it. (3) Given the product [F:16][C:3]([F:2])([F:15])[C:4]1[CH:14]=[CH:13][CH:12]=[CH:11][C:5]=1[CH2:6][CH:7]1[CH2:8][N:9]([C:18]2[N:23]=[N:22][C:21]([C:24]([O:26][CH3:27])=[O:25])=[CH:20][CH:19]=2)[CH2:10]1, predict the reactants needed to synthesize it. The reactants are: Cl.[F:2][C:3]([F:16])([F:15])[C:4]1[CH:14]=[CH:13][CH:12]=[CH:11][C:5]=1[CH2:6][CH:7]1[CH2:10][NH:9][CH2:8]1.Cl[C:18]1[N:23]=[N:22][C:21]([C:24]([O:26][CH3:27])=[O:25])=[CH:20][CH:19]=1.C(=O)([O-])[O-].[K+].[K+].OP([O-])(O)=O.[K+].